The task is: Predict the reactants needed to synthesize the given product.. This data is from Full USPTO retrosynthesis dataset with 1.9M reactions from patents (1976-2016). (1) Given the product [Br:1][C:2]1[CH:3]=[N:4][C:5]2[N:6]([N:8]=[C:9]([C:11]([N:16]3[CH2:17][CH2:18][C:19]4[O:23][C:22]([CH3:24])=[CH:21][C:20]=4[N:15]3[CH3:14])=[O:13])[CH:10]=2)[CH:7]=1, predict the reactants needed to synthesize it. The reactants are: [Br:1][C:2]1[CH:3]=[N:4][C:5]2[N:6]([N:8]=[C:9]([C:11]([OH:13])=O)[CH:10]=2)[CH:7]=1.[CH3:14][N:15]1[C:20]2[CH:21]=[C:22]([CH3:24])[O:23][C:19]=2[CH2:18][CH2:17][NH:16]1. (2) Given the product [ClH:30].[ClH:30].[CH2:22]([N:3]([CH2:1][CH3:2])[C:4]1[CH:21]=[CH:20][C:7]2[CH2:8][NH:9][CH2:10][CH2:11][O:12][C:6]=2[CH:5]=1)[CH3:23], predict the reactants needed to synthesize it. The reactants are: [CH2:1]([N:3]([CH2:22][CH3:23])[C:4]1[CH:21]=[CH:20][C:7]2[CH2:8][N:9](C(OC(C)(C)C)=O)[CH2:10][CH2:11][O:12][C:6]=2[CH:5]=1)[CH3:2].C(OCC)(=O)C.[ClH:30].